Dataset: Catalyst prediction with 721,799 reactions and 888 catalyst types from USPTO. Task: Predict which catalyst facilitates the given reaction. (1) Reactant: C1(C[N:8]2[CH2:13][CH2:12][CH:11]([N:14]3[CH2:19][CH2:18][CH:17]([CH2:20][C:21]([O:23][CH3:24])=[O:22])[CH2:16][CH2:15]3)[CH2:10][CH2:9]2)C=CC=CC=1.[H][H]. Product: [N:14]1([CH:11]2[CH2:10][CH2:9][NH:8][CH2:13][CH2:12]2)[CH2:15][CH2:16][CH:17]([CH2:20][C:21]([O:23][CH3:24])=[O:22])[CH2:18][CH2:19]1. The catalyst class is: 19. (2) Reactant: [C:1]([O:5][C:6]([NH:8][C@H:9]1[CH2:17][N:16]2[C:12](=[N:13][C:14]3[CH:21]=[C:20]([C:22]([OH:24])=O)[CH:19]=[CH:18][C:15]=32)[CH2:11][C@@H:10]1[C:25]1[CH:30]=[C:29]([F:31])[C:28]([F:32])=[CH:27][C:26]=1[F:33])=[O:7])([CH3:4])([CH3:3])[CH3:2].ON1C2C=[CH:41][CH:42]=[CH:43][C:38]=2[N:37]=N1.N1CCCC1.C(N(CC)C(C)C)(C)C.Cl.CN(C)CCCN=C=NCC. Product: [C:1]([O:5][C:6](=[O:7])[NH:8][C@H:9]1[CH2:17][N:16]2[C:12](=[N:13][C:14]3[CH:21]=[C:20]([C:22]([N:37]4[CH2:38][CH2:43][CH2:42][CH2:41]4)=[O:24])[CH:19]=[CH:18][C:15]=32)[CH2:11][C@@H:10]1[C:25]1[CH:30]=[C:29]([F:31])[C:28]([F:32])=[CH:27][C:26]=1[F:33])([CH3:2])([CH3:4])[CH3:3]. The catalyst class is: 3.